From a dataset of Reaction yield outcomes from USPTO patents with 853,638 reactions. Predict the reaction yield, written as a fraction of the theoretical maximum amount of product (1.0 means a 100% yield; for example, 0.34 means a 34% yield). (1) The reactants are [BH4-].[Na+].[C:3]([C:6]1[C:7]([O:17][CH2:18][CH2:19][NH:20][C:21]([O:23][C:24]([CH3:27])([CH3:26])[CH3:25])=[O:22])=[C:8]([C:12]([CH3:16])=[C:13]([Cl:15])[CH:14]=1)[C:9]([OH:11])=[O:10])(=[O:5])[CH3:4]. The catalyst is CO. The product is [C:24]([O:23][C:21]([NH:20][CH2:19][CH2:18][O:17][C:7]1[C:6]([CH:3]([OH:5])[CH3:4])=[CH:14][C:13]([Cl:15])=[C:12]([CH3:16])[C:8]=1[C:9]([OH:11])=[O:10])=[O:22])([CH3:25])([CH3:27])[CH3:26]. The yield is 0.700. (2) The reactants are [Si:1]([O:8][C@@H:9]1[C@H:13]([CH2:14][O:15][Si](C(C)(C)C)(C)C)[CH2:12][C@@H:11]([NH:23][C:24]2[CH:29]=[C:28]([NH2:30])[N:27]=[C:26]([C@H]3C4C(=CC=CC=4)C[C@@H]3OC)[N:25]=2)[CH2:10]1)([C:4]([CH3:7])([CH3:6])[CH3:5])([CH3:3])[CH3:2].[CH3:42][C:43](O)=O.[CH2:46]1[CH2:50][O:49][CH2:48][CH2:47]1. The catalyst is O. The product is [Si:1]([O:8][C@@H:9]1[CH2:10][C@@H:11]([NH:23][C:24]2[CH:29]=[C:28]([NH:30][C@H:46]3[C:47]4[C:10](=[CH:9][CH:13]=[CH:43][CH:42]=4)[CH2:11][C@H:50]3[O:49][CH3:48])[N:27]=[CH:26][N:25]=2)[CH2:12][C@@H:13]1[CH2:14][OH:15])([C:4]([CH3:7])([CH3:5])[CH3:6])([CH3:3])[CH3:2]. The yield is 0.740. (3) The reactants are Br[C:2]1[CH:7]=[CH:6][C:5]([C:8]2([NH:11][C:12](=[O:22])[O:13][CH:14]3[CH:19]4[CH2:20][CH2:21][N:16]([CH2:17][CH2:18]4)[CH2:15]3)[CH2:10][CH2:9]2)=[CH:4][CH:3]=1.[B:23]1([B:23]2[O:27][C:26]([CH3:29])([CH3:28])[C:25]([CH3:31])([CH3:30])[O:24]2)[O:27][C:26]([CH3:29])([CH3:28])[C:25]([CH3:31])([CH3:30])[O:24]1.CC(O[K])=O. The catalyst is O1CCOCC1. The product is [CH3:30][C:25]1([CH3:31])[C:26]([CH3:29])([CH3:28])[O:27][B:23]([C:2]2[CH:7]=[CH:6][C:5]([C:8]3([NH:11][C:12](=[O:22])[O:13][CH:14]4[CH:19]5[CH2:20][CH2:21][N:16]([CH2:17][CH2:18]5)[CH2:15]4)[CH2:10][CH2:9]3)=[CH:4][CH:3]=2)[O:24]1. The yield is 0.330. (4) The reactants are [C:1]([C:3]1[CH:11]=[CH:10][C:6]([C:7]([NH2:9])=[O:8])=[CH:5][C:4]=1[N+:12]([O-:14])=[O:13])#[CH:2].Cl[C:16]([O:18][CH3:19])=[O:17].[H-].[Na+].Cl. The catalyst is O1CCCC1. The product is [CH3:19][O:18][C:16]([NH:9][C:7](=[O:8])[C:6]1[CH:10]=[CH:11][C:3]([C:1]#[CH:2])=[C:4]([N+:12]([O-:14])=[O:13])[CH:5]=1)=[O:17]. The yield is 0.408. (5) The reactants are [N:1]1[C:9]2[C:4](=[N:5][CH:6]=[CH:7][CH:8]=2)[N:3]([CH2:10][C:11]2[CH:27]=[CH:26][C:14]3[N:15]=[C:16]([NH:18][C@@H:19]4[CH2:24][CH2:23][CH2:22][CH2:21][C:20]4=O)[S:17][C:13]=3[CH:12]=2)[CH:2]=1.N1C=CC=CC=1.[NH2:34][OH:35].Cl. The catalyst is CCO. The product is [N:1]1[C:9]2[C:4](=[N:5][CH:6]=[CH:7][CH:8]=2)[N:3]([CH2:10][C:11]2[CH:27]=[CH:26][C:14]3[N:15]=[C:16]([NH:18][C@@H:19]4[CH2:24][CH2:23][CH2:22][CH2:21][C:20]4=[N:34][OH:35])[S:17][C:13]=3[CH:12]=2)[CH:2]=1. The yield is 0.730.